Dataset: CYP3A4 inhibition data for predicting drug metabolism from PubChem BioAssay. Task: Regression/Classification. Given a drug SMILES string, predict its absorption, distribution, metabolism, or excretion properties. Task type varies by dataset: regression for continuous measurements (e.g., permeability, clearance, half-life) or binary classification for categorical outcomes (e.g., BBB penetration, CYP inhibition). Dataset: cyp3a4_veith. The drug is CS(=O)(=O)Nc1cccc(-c2cncnc2Nc2ccccc2)c1. The result is 1 (inhibitor).